This data is from Full USPTO retrosynthesis dataset with 1.9M reactions from patents (1976-2016). The task is: Predict the reactants needed to synthesize the given product. (1) Given the product [Br:39][CH2:2][CH2:3][C:4]1[CH:18]=[CH:17][C:7]([O:8][C:9]([CH3:16])([CH3:15])[C:10]([O:12][CH2:13][CH3:14])=[O:11])=[CH:6][CH:5]=1, predict the reactants needed to synthesize it. The reactants are: O[CH2:2][CH2:3][C:4]1[CH:18]=[CH:17][C:7]([O:8][C:9]([CH3:16])([CH3:15])[C:10]([O:12][CH2:13][CH3:14])=[O:11])=[CH:6][CH:5]=1.C1(P(C2C=CC=CC=2)C2C=CC=CC=2)C=CC=CC=1.C(Br)(Br)(Br)[Br:39]. (2) Given the product [CH3:2][N:3]([CH3:37])[CH2:4][CH2:5][S:6][C:14]1[N:19]=[C:18]([NH:20][C:21]2[CH:22]=[C:23]3[C:28](=[CH:29][CH:30]=2)[N:27]=[C:26]([CH3:31])[CH:25]=[C:24]3[NH2:32])[N:17]=[C:16]([S:33][CH3:34])[N:15]=1, predict the reactants needed to synthesize it. The reactants are: Cl.[CH3:2][NH:3][CH2:4][CH2:5][SH:6].[OH-].[Na+].CN(C)CCO[C:14]1[N:19]=[C:18]([NH:20][C:21]2[CH:22]=[C:23]3[C:28](=[CH:29][CH:30]=2)[N:27]=[C:26]([CH3:31])[CH:25]=[C:24]3[NH2:32])[N:17]=[C:16]([S:33][CH3:34])[N:15]=1.O1CCOC[CH2:37]1. (3) The reactants are: [F:1][C:2]([F:44])([F:43])[C:3]1[CH:4]=[C:5]([CH:36]=[C:37]([C:39]([F:42])([F:41])[F:40])[CH:38]=1)[CH2:6][N:7]([C:29]1[CH:34]=[N:33][C:32](Br)=[CH:31][N:30]=1)[CH2:8][C:9]1[CH:14]=[C:13]([C:15]([F:18])([F:17])[F:16])[CH:12]=[CH:11][C:10]=1[CH:19]([N:23]1[CH2:28][CH2:27][O:26][CH2:25][CH2:24]1)[CH:20]([CH3:22])[CH3:21].[NH:45]1[CH2:50][CH2:49][O:48][CH2:47][CH2:46]1.C1C=CC(P(C2C(C3C(P(C4C=CC=CC=4)C4C=CC=CC=4)=CC=C4C=3C=CC=C4)=C3C(C=CC=C3)=CC=2)C2C=CC=CC=2)=CC=1.CC(C)([O-])C.[Na+]. Given the product [F:1][C:2]([F:44])([F:43])[C:3]1[CH:4]=[C:5]([CH:36]=[C:37]([C:39]([F:42])([F:41])[F:40])[CH:38]=1)[CH2:6][N:7]([CH2:8][C:9]1[CH:14]=[C:13]([C:15]([F:18])([F:17])[F:16])[CH:12]=[CH:11][C:10]=1[CH:19]([N:23]1[CH2:28][CH2:27][O:26][CH2:25][CH2:24]1)[CH:20]([CH3:22])[CH3:21])[C:29]1[CH:34]=[N:33][C:32]([N:45]2[CH2:50][CH2:49][O:48][CH2:47][CH2:46]2)=[CH:31][N:30]=1, predict the reactants needed to synthesize it. (4) Given the product [CH2:25]([O:23][C:22]([C:21]1[C:4]2[O:3][B:2]([OH:1])[C@@H:7]([NH:8][C:9](=[O:17])[CH2:10][CH2:11][N:12]3[CH:16]=[CH:15][N:14]=[CH:13]3)[CH2:6][C:5]=2[CH:18]=[CH:19][CH:20]=1)=[O:24])[CH3:26], predict the reactants needed to synthesize it. The reactants are: [OH:1][B:2]1[CH:7]([NH:8][C:9](=[O:17])[CH2:10][CH2:11][N:12]2[CH:16]=[CH:15][N:14]=[CH:13]2)[CH2:6][C:5]2[CH:18]=[CH:19][CH:20]=[C:21]([C:22]([OH:24])=[O:23])[C:4]=2[O:3]1.[CH2:25](O)[CH3:26]. (5) Given the product [Br:1][C:2]1[C:3]([CH3:17])=[N:4][C:5]([N:8]2[CH2:13][C@@H:12]3[C@@H:10]([CH2:11]3)[CH:9]2[C:14]([NH2:30])=[O:15])=[N:6][CH:7]=1, predict the reactants needed to synthesize it. The reactants are: [Br:1][C:2]1[C:3]([CH3:17])=[N:4][C:5]([N:8]2[CH2:13][C@@H:12]3[C@@H:10]([CH2:11]3)[CH:9]2[C:14](O)=[O:15])=[N:6][CH:7]=1.[Cl-].[NH4+].C(Cl)CCl.C1C=CC2N(O)N=[N:30]C=2C=1.CCN(CC)CC. (6) Given the product [Cl:1][C:2]1[CH:3]=[C:4]([CH:8]=[C:9]([CH2:11][OH:12])[CH:10]=1)[CH2:5][NH2:7], predict the reactants needed to synthesize it. The reactants are: [Cl:1][C:2]1[CH:3]=[C:4]([CH:8]=[C:9]([CH2:11][OH:12])[CH:10]=1)[C:5]([NH2:7])=O. (7) Given the product [Cl:1][CH2:2][C:3]1[CH:4]=[C:5]([CH:9]=[CH:10][N:11]=1)[C:6]([NH:56][C:54]1[O:55][C:51]2[C:50]([N:57]3[CH2:62][CH2:61][O:60][CH2:59][CH2:58]3)=[CH:49][CH:48]=[C:47]([O:46][CH3:45])[C:52]=2[N:53]=1)=[O:8], predict the reactants needed to synthesize it. The reactants are: [Cl:1][CH2:2][C:3]1[CH:4]=[C:5]([CH:9]=[CH:10][N:11]=1)[C:6]([OH:8])=O.CN(C(ON1N=NC2C=CC=NC1=2)=[N+](C)C)C.F[P-](F)(F)(F)(F)F.C(N(C(C)C)C(C)C)C.[CH3:45][O:46][C:47]1[C:52]2[N:53]=[C:54]([NH2:56])[O:55][C:51]=2[C:50]([N:57]2[CH2:62][CH2:61][O:60][CH2:59][CH2:58]2)=[CH:49][CH:48]=1.Cl. (8) Given the product [O:27]1[CH2:28][CH2:29][N:24]([C:2]2[N:7]=[C:6]3[CH2:8][CH2:9][CH2:10][C:5]3=[C:4]([NH:11][C:12]3[CH:17]=[CH:16][C:15]([CH2:18][C:19]([O:21][CH2:22][CH3:23])=[O:20])=[CH:14][CH:13]=3)[CH:3]=2)[CH2:25][CH2:26]1, predict the reactants needed to synthesize it. The reactants are: Cl[C:2]1[N:7]=[C:6]2[CH2:8][CH2:9][CH2:10][C:5]2=[C:4]([NH:11][C:12]2[CH:17]=[CH:16][C:15]([CH2:18][C:19]([O:21][CH2:22][CH3:23])=[O:20])=[CH:14][CH:13]=2)[CH:3]=1.[NH:24]1[CH2:29][CH2:28][O:27][CH2:26][CH2:25]1. (9) Given the product [F:14][C:15]1[CH:16]=[CH:17][C:18]([CH2:21][N:22]2[C:26]([C:27]([CH3:29])=[CH2:28])=[CH:25][N:24]=[C:23]2[CH2:30][NH:1][CH2:2][C:3]2[N:4]=[C:5]([CH3:13])[CH:6]=[C:7]([C:9]([O:11][CH3:12])=[O:10])[CH:8]=2)=[CH:19][CH:20]=1, predict the reactants needed to synthesize it. The reactants are: [NH2:1][CH2:2][C:3]1[CH:8]=[C:7]([C:9]([O:11][CH3:12])=[O:10])[CH:6]=[C:5]([CH3:13])[N:4]=1.[F:14][C:15]1[CH:20]=[CH:19][C:18]([CH2:21][N:22]2[C:26]([C:27]([CH3:29])=[CH2:28])=[CH:25][N:24]=[C:23]2[CH:30]=O)=[CH:17][CH:16]=1.